Regression. Given a peptide amino acid sequence and an MHC pseudo amino acid sequence, predict their binding affinity value. This is MHC class II binding data. From a dataset of Peptide-MHC class II binding affinity with 134,281 pairs from IEDB. (1) The peptide sequence is TAVAKCNEKHDEEFC. The MHC is DRB1_0101 with pseudo-sequence DRB1_0101. The binding affinity (normalized) is 0.927. (2) The peptide sequence is IKLVKSSRPDCSEIP. The MHC is HLA-DQA10501-DQB10201 with pseudo-sequence HLA-DQA10501-DQB10201. The binding affinity (normalized) is 0.0932. (3) The peptide sequence is YDIFLANVSTVLTGK. The MHC is DRB1_1602 with pseudo-sequence DRB1_1602. The binding affinity (normalized) is 0.745. (4) The MHC is HLA-DQA10102-DQB10501 with pseudo-sequence HLA-DQA10102-DQB10501. The peptide sequence is TACLSKAYANMWSLM. The binding affinity (normalized) is 0.719. (5) The peptide sequence is SAQIHLYYNSNIG. The MHC is HLA-DQA10501-DQB10301 with pseudo-sequence HLA-DQA10501-DQB10301. The binding affinity (normalized) is 0.0200.